Predict the product of the given reaction. From a dataset of Forward reaction prediction with 1.9M reactions from USPTO patents (1976-2016). (1) Given the reactants [NH2:1][C@H:2]([C:7]([NH2:9])=[O:8])[C:3]([SH:6])([CH3:5])[CH3:4].[CH2:10]=O, predict the reaction product. The product is: [CH3:4][C:3]1([CH3:5])[S:6][CH2:10][NH:1][CH:2]1[C:7]([NH2:9])=[O:8]. (2) Given the reactants [CH3:1][C:2]1[CH:12]=[C:11]([CH3:13])[CH:10]=[C:9]([C:14]2[CH:15]=[N:16][CH:17]=[CH:18][CH:19]=2)[C:3]=1[O:4][CH2:5][C:6]([O-])=[O:7].O.[NH2:21][NH2:22], predict the reaction product. The product is: [CH3:1][C:2]1[CH:12]=[C:11]([CH3:13])[CH:10]=[C:9]([C:14]2[CH:15]=[N:16][CH:17]=[CH:18][CH:19]=2)[C:3]=1[O:4][CH2:5][C:6]([NH:21][NH2:22])=[O:7].